Predict the product of the given reaction. From a dataset of Forward reaction prediction with 1.9M reactions from USPTO patents (1976-2016). (1) Given the reactants [NH2:1][C:2]1[S:3][C:4]2[CH:10]=[C:9]([F:11])[CH:8]=[C:7]([F:12])[C:5]=2[N:6]=1.[O:13]1[CH:17]=[CH:16][CH:15]=[C:14]1[C:18](Cl)=[O:19], predict the reaction product. The product is: [F:12][C:7]1[C:5]2[N:6]=[C:2]([NH:1][C:18]([C:14]3[O:13][CH:17]=[CH:16][CH:15]=3)=[O:19])[S:3][C:4]=2[CH:10]=[C:9]([F:11])[CH:8]=1. (2) Given the reactants Cl.[F:2][C:3]1[CH:8]=[CH:7][C:6]([N:9]2[C:17]3[C:12](=[CH:13][C:14]([O:18][C@H:19]([C:23]4[CH:28]=[CH:27][C:26]([S:29][CH3:30])=[CH:25][CH:24]=4)[C@@H:20]([NH2:22])[CH3:21])=[CH:15][CH:16]=3)[CH:11]=[N:10]2)=[CH:5][CH:4]=1.CN(C)C(N(C)C)=N.[F:39][C:40]([F:47])([F:46])[C:41](OCC)=[O:42], predict the reaction product. The product is: [F:39][C:40]([F:47])([F:46])[C:41]([NH:22][C@@H:20]([CH3:21])[C@H:19]([O:18][C:14]1[CH:13]=[C:12]2[C:17](=[CH:16][CH:15]=1)[N:9]([C:6]1[CH:7]=[CH:8][C:3]([F:2])=[CH:4][CH:5]=1)[N:10]=[CH:11]2)[C:23]1[CH:24]=[CH:25][C:26]([S:29][CH3:30])=[CH:27][CH:28]=1)=[O:42]. (3) Given the reactants [N:1]([C:4]1[CH:5]=[C:6]([CH:9]=[CH:10][CH:11]=1)[C:7]#[N:8])=[C:2]=[O:3].[Br:12][C:13]1[CH:18]=[CH:17][C:16]([CH2:19][CH2:20][CH2:21][NH:22][CH3:23])=[CH:15][CH:14]=1, predict the reaction product. The product is: [Br:12][C:13]1[CH:14]=[CH:15][C:16]([CH2:19][CH2:20][CH2:21][N:22]([CH3:23])[C:2]([NH:1][C:4]2[CH:11]=[CH:10][CH:9]=[C:6]([C:7]#[N:8])[CH:5]=2)=[O:3])=[CH:17][CH:18]=1. (4) Given the reactants C1(N)C(F)=C(F)C(F)=[C:3]([NH2:10])C=1F.Cl.Cl.Cl.Cl.[CH3:17][N:18]([CH3:35])[CH2:19][CH2:20][C:21]1[C:29]2[C:24](=[CH:25][CH:26]=[C:27]([CH2:30][NH:31][NH:32][CH:33]=O)[CH:28]=2)[NH:23][CH:22]=1.N1C=NC=NC=1, predict the reaction product. The product is: [CH3:17][N:18]([CH3:35])[CH2:19][CH2:20][C:21]1[C:29]2[C:24](=[CH:25][CH:26]=[C:27]([CH2:30][N:31]3[CH:3]=[N:10][CH:33]=[N:32]3)[CH:28]=2)[NH:23][CH:22]=1.